Dataset: Cav3 T-type calcium channel HTS with 100,875 compounds. Task: Binary Classification. Given a drug SMILES string, predict its activity (active/inactive) in a high-throughput screening assay against a specified biological target. (1) The compound is Clc1c(Cc2n[nH]c(Nc3c(OCC)cccc3)nc2=O)cccc1. The result is 0 (inactive). (2) The compound is FC(F)(F)c1c(/C=C\C(=O)c2ccc(OC)cc2)cccc1. The result is 0 (inactive). (3) The molecule is O=C(NCCn1c2nc3c(nc2c(c1N)C#N)cccc3)Nc1ccccc1. The result is 0 (inactive). (4) The result is 0 (inactive). The compound is S(=O)(=O)(N1C(C=C(c2c1ccc(c2)C)C)(C)C)c1ccc(F)cc1. (5) The drug is Clc1ccc(CSc2n(c3ncccc3)cnn2)cc1. The result is 0 (inactive). (6) The result is 0 (inactive). The compound is O(CN(c1c(CC)cccc1CC)C(=O)Cn1c2c(nc1CO)cccc2)C.